The task is: Predict which catalyst facilitates the given reaction.. This data is from Catalyst prediction with 721,799 reactions and 888 catalyst types from USPTO. (1) Reactant: [CH3:1][C:2]1([CH3:40])[N:6]([C:7]([O:9][C:10]([CH3:13])([CH3:12])[CH3:11])=[O:8])[C@:5]([CH3:39])([C:14]([NH:16][NH:17][C:18](=O)[C:19]2[CH:24]=[CH:23][C:22]([O:25][CH2:26][CH2:27][CH2:28][CH2:29][CH2:30][CH2:31][CH2:32][CH3:33])=[C:21]([C:34]([F:37])([F:36])[F:35])[CH:20]=2)=O)[CH2:4][O:3]1.COC1C=CC(P2(SP(C3C=CC(OC)=CC=3)(=S)S2)=[S:50])=CC=1. Product: [CH3:1][C:2]1([CH3:40])[N:6]([C:7]([O:9][C:10]([CH3:13])([CH3:12])[CH3:11])=[O:8])[C@@:5]([CH3:39])([C:14]2[S:50][C:18]([C:19]3[CH:24]=[CH:23][C:22]([O:25][CH2:26][CH2:27][CH2:28][CH2:29][CH2:30][CH2:31][CH2:32][CH3:33])=[C:21]([C:34]([F:37])([F:36])[F:35])[CH:20]=3)=[N:17][N:16]=2)[CH2:4][O:3]1. The catalyst class is: 11. (2) Reactant: Br[C:2]1[CH:7]=[CH:6][C:5]([C:8]2([C:11]3[N:15]4[CH2:16][CH2:17][S:18][C:19]([CH2:22][O:23][Si:24]([C:27]([CH3:30])([CH3:29])[CH3:28])([CH3:26])[CH3:25])([CH3:21])[CH2:20][C:14]4=[N:13][N:12]=3)[CH2:10][CH2:9]2)=[CH:4][CH:3]=1.[O:31]1[CH:35]=[CH:34][N:33]=[CH:32]1.CC(C)([O-])C.[Li+].[Cl-].[NH4+]. Product: [Si:24]([O:23][CH2:22][C:19]1([CH3:21])[S:18][CH2:17][CH2:16][N:15]2[C:11]([C:8]3([C:5]4[CH:6]=[CH:7][C:2]([C:32]5[O:31][CH:35]=[CH:34][N:33]=5)=[CH:3][CH:4]=4)[CH2:10][CH2:9]3)=[N:12][N:13]=[C:14]2[CH2:20]1)([C:27]([CH3:30])([CH3:29])[CH3:28])([CH3:26])[CH3:25]. The catalyst class is: 77. (3) Reactant: [F:1][C:2]1[CH:7]=[CH:6][C:5]([CH2:8][CH:9]2[CH2:18][CH2:17][C:12]3(OCC[O:13]3)[CH2:11][CH2:10]2)=[CH:4][CH:3]=1.Cl. Product: [F:1][C:2]1[CH:3]=[CH:4][C:5]([CH2:8][CH:9]2[CH2:18][CH2:17][C:12](=[O:13])[CH2:11][CH2:10]2)=[CH:6][CH:7]=1. The catalyst class is: 20. (4) Reactant: [F:1][C:2]1[C:3]([C:9]2[N:10]([CH:15]([CH3:17])[CH3:16])[C:11]([CH3:14])=[N:12][CH:13]=2)=[N:4][C:5]([NH2:8])=[N:6][CH:7]=1.I[C:19]1[CH:29]=[CH:28][C:22]([C:23]([O:25][CH2:26][CH3:27])=[O:24])=[CH:21][CH:20]=1.CC1(C)C2C(=C(P(C3C=CC=CC=3)C3C=CC=CC=3)C=CC=2)OC2C(P(C3C=CC=CC=3)C3C=CC=CC=3)=CC=CC1=2.C(=O)([O-])[O-].[Cs+].[Cs+]. Product: [F:1][C:2]1[C:3]([C:9]2[N:10]([CH:15]([CH3:17])[CH3:16])[C:11]([CH3:14])=[N:12][CH:13]=2)=[N:4][C:5]([NH:8][C:19]2[CH:29]=[CH:28][C:22]([C:23]([O:25][CH2:26][CH3:27])=[O:24])=[CH:21][CH:20]=2)=[N:6][CH:7]=1. The catalyst class is: 160. (5) Reactant: Cl.[OH2:2].N=[C:4]1[C:8]([CH3:15])([C:9]2[CH:14]=[CH:13][CH:12]=[CH:11][CH:10]=2)[S:7][C:6](=[S:16])[N:5]1[NH:17][C:18]1[CH:23]=[CH:22][CH:21]=[CH:20][CH:19]=1. Product: [CH3:15][C:8]1([C:9]2[CH:14]=[CH:13][CH:12]=[CH:11][CH:10]=2)[S:7][C:6](=[S:16])[N:5]([NH:17][C:18]2[CH:23]=[CH:22][CH:21]=[CH:20][CH:19]=2)[C:4]1=[O:2]. The catalyst class is: 5. (6) Reactant: [C:1]([CH2:4][C:5](=[O:7])[CH3:6])(=[O:3])[CH3:2].[F-].C([N+](CCCC)(CCCC)CCCC)CCC.Br[CH2:27][C:28]1[C:36]2[O:35][CH2:34][C:33](=[O:37])[C:32]=2[CH:31]=[CH:30][C:29]=1[O:38][CH3:39]. Product: [CH3:39][O:38][C:29]1[CH:30]=[CH:31][C:32]2[C:33](=[O:37])[CH2:34][O:35][C:36]=2[C:28]=1[CH2:27][CH:4]([C:5](=[O:7])[CH3:6])[C:1](=[O:3])[CH3:2]. The catalyst class is: 20. (7) Reactant: Cl[C:2]1[C:7]([O:8][CH3:9])=[C:6]([Cl:10])[N:5]=[C:4]([S:11][CH3:12])[N:3]=1.[NH:13]1[C:21]2[C:16](=[CH:17][C:18]([NH2:22])=[CH:19][CH:20]=2)[CH:15]=[N:14]1. Product: [Cl:10][C:6]1[N:5]=[C:4]([S:11][CH3:12])[N:3]=[C:2]([NH:22][C:18]2[CH:17]=[C:16]3[C:21](=[CH:20][CH:19]=2)[NH:13][N:14]=[CH:15]3)[C:7]=1[O:8][CH3:9]. The catalyst class is: 8. (8) Reactant: [C:1]([OH:9])(=O)[C:2]1[CH:7]=[CH:6][CH:5]=[CH:4][CH:3]=1.[Cl:10][C:11]1[N:16]=[CH:15][C:14]([NH2:17])=[C:13](Cl)[N:12]=1. Product: [Cl:10][C:11]1[N:12]=[CH:13][C:14]2[N:17]=[C:1]([C:2]3[CH:3]=[CH:4][CH:5]=[CH:6][CH:7]=3)[O:9][C:15]=2[N:16]=1. The catalyst class is: 265. (9) Reactant: [OH:1][C:2]1[CH:7]=[CH:6][C:5]([SH:8])=[CH:4][CH:3]=1.C([O-])([O-])=O.[K+].[K+].[CH2:15](Br)[CH:16]=[CH2:17].Cl. Product: [CH2:17]([S:8][C:5]1[CH:6]=[CH:7][C:2]([OH:1])=[CH:3][CH:4]=1)[CH:16]=[CH2:15]. The catalyst class is: 3.